From a dataset of Hepatocyte clearance measurements from AstraZeneca. Regression/Classification. Given a drug SMILES string, predict its absorption, distribution, metabolism, or excretion properties. Task type varies by dataset: regression for continuous measurements (e.g., permeability, clearance, half-life) or binary classification for categorical outcomes (e.g., BBB penetration, CYP inhibition). For this dataset (clearance_hepatocyte_az), we predict log10(clearance) (log10 of the in vitro intrinsic clearance, CLint, in uL/min per 10^6 hepatocytes; values are censored to the assay range of 3 to 150, which is 0.477 to 2.18 on this log10 scale). (1) The drug is Cc1cc(CN2Cc3ccccc3C[C@H]2C(=O)Nc2ccc(Cl)cc2Cl)ccc1OCC(=O)O. The log10(clearance) is 1.49. (2) The drug is Cc1ccccc1-n1c(Cn2nc(-c3ccc(O)c(F)c3)c3c(N)ncnc32)nc2cccc(C)c2c1=O. The log10(clearance) is 1.65. (3) The compound is CC(C)(C)S(=O)(=O)N[C@H]1CC[C@H](C(=O)Nc2ccc(C(F)(F)F)cn2)CC1. The log10(clearance) is 0.760. (4) The drug is CCCCCCCC(=O)N[C@@H](CCN)C(=O)N[C@@H](C)C(=O)N[C@@H](CCN)C(=O)N[C@H]1CCNC(=O)[C@H]([C@@H](C)O)NC(=O)[C@H](CCN)NC(=O)[C@H](CCN)NC(=O)[C@H](CC(C)C)NC(=O)[C@@H](Cc2ccccc2)NC(=O)[C@H](CCN)NC1=O. The log10(clearance) is 0.480. (5) The compound is C=CC(=O)Nc1cccc(Oc2nc(Nc3ccc(N4CCN(C)CC4)cc3OC)ncc2Cl)c1. The log10(clearance) is 0.520. (6) The compound is N#Cc1ccc(Cl)cc1S[C@H](CCN)c1ccccc1. The log10(clearance) is 2.18.